This data is from Full USPTO retrosynthesis dataset with 1.9M reactions from patents (1976-2016). The task is: Predict the reactants needed to synthesize the given product. Given the product [C:9]([C:6]1([OH:8])[CH2:7][C:2]([CH3:1])([CH3:17])[O:3][C:4]([CH3:16])([CH3:15])[CH2:5]1)#[CH:10], predict the reactants needed to synthesize it. The reactants are: [CH3:1][C:2]1([CH3:17])[CH2:7][C:6]([C:9]#[C:10][Si](C)(C)C)([OH:8])[CH2:5][C:4]([CH3:16])([CH3:15])[O:3]1.C(=O)([O-])[O-].[K+].[K+].O.